Dataset: NCI-60 drug combinations with 297,098 pairs across 59 cell lines. Task: Regression. Given two drug SMILES strings and cell line genomic features, predict the synergy score measuring deviation from expected non-interaction effect. (1) Drug 1: CC1=C(C=C(C=C1)NC2=NC=CC(=N2)N(C)C3=CC4=NN(C(=C4C=C3)C)C)S(=O)(=O)N.Cl. Drug 2: COC1=CC(=CC(=C1O)OC)C2C3C(COC3=O)C(C4=CC5=C(C=C24)OCO5)OC6C(C(C7C(O6)COC(O7)C8=CC=CS8)O)O. Cell line: SK-MEL-2. Synergy scores: CSS=33.2, Synergy_ZIP=-3.60, Synergy_Bliss=-3.42, Synergy_Loewe=-48.1, Synergy_HSA=-6.11. (2) Synergy scores: CSS=-1.06, Synergy_ZIP=3.31, Synergy_Bliss=6.73, Synergy_Loewe=1.58, Synergy_HSA=1.56. Drug 1: CC1=C(C(CCC1)(C)C)C=CC(=CC=CC(=CC(=O)O)C)C. Drug 2: COC1=NC(=NC2=C1N=CN2C3C(C(C(O3)CO)O)O)N. Cell line: M14. (3) Drug 1: C1CN1P(=S)(N2CC2)N3CC3. Drug 2: C1C(C(OC1N2C=NC(=NC2=O)N)CO)O. Cell line: HL-60(TB). Synergy scores: CSS=77.1, Synergy_ZIP=4.16, Synergy_Bliss=3.78, Synergy_Loewe=-5.05, Synergy_HSA=5.87. (4) Drug 1: CN1CCC(CC1)COC2=C(C=C3C(=C2)N=CN=C3NC4=C(C=C(C=C4)Br)F)OC. Drug 2: CC1=C(C=C(C=C1)NC(=O)C2=CC=C(C=C2)CN3CCN(CC3)C)NC4=NC=CC(=N4)C5=CN=CC=C5. Cell line: UACC-257. Synergy scores: CSS=10.1, Synergy_ZIP=7.86, Synergy_Bliss=5.99, Synergy_Loewe=4.39, Synergy_HSA=4.59. (5) Drug 1: C1=CC(=C2C(=C1NCCNCCO)C(=O)C3=C(C=CC(=C3C2=O)O)O)NCCNCCO. Drug 2: C1CC(=O)NC(=O)C1N2C(=O)C3=CC=CC=C3C2=O. Cell line: SK-MEL-5. Synergy scores: CSS=27.3, Synergy_ZIP=1.62, Synergy_Bliss=1.22, Synergy_Loewe=-29.0, Synergy_HSA=0.816. (6) Drug 1: CC1C(C(CC(O1)OC2CC(CC3=C2C(=C4C(=C3O)C(=O)C5=C(C4=O)C(=CC=C5)OC)O)(C(=O)C)O)N)O.Cl. Drug 2: CCC(=C(C1=CC=CC=C1)C2=CC=C(C=C2)OCCN(C)C)C3=CC=CC=C3.C(C(=O)O)C(CC(=O)O)(C(=O)O)O. Cell line: MDA-MB-231. Synergy scores: CSS=18.7, Synergy_ZIP=-4.33, Synergy_Bliss=5.96, Synergy_Loewe=-10.8, Synergy_HSA=5.18. (7) Drug 1: CC(C)NC(=O)C1=CC=C(C=C1)CNNC.Cl. Drug 2: C1CN(P(=O)(OC1)NCCCl)CCCl. Cell line: CAKI-1. Synergy scores: CSS=2.27, Synergy_ZIP=-1.91, Synergy_Bliss=-2.33, Synergy_Loewe=-9.90, Synergy_HSA=-5.12. (8) Cell line: OVCAR-4. Drug 1: CC12CCC(CC1=CCC3C2CCC4(C3CC=C4C5=CN=CC=C5)C)O. Drug 2: C1=NC2=C(N=C(N=C2N1C3C(C(C(O3)CO)O)F)Cl)N. Synergy scores: CSS=15.0, Synergy_ZIP=-5.58, Synergy_Bliss=-1.06, Synergy_Loewe=0.154, Synergy_HSA=0.605.